From a dataset of Forward reaction prediction with 1.9M reactions from USPTO patents (1976-2016). Predict the product of the given reaction. (1) Given the reactants [CH2:1]([O:8][C:9]1[C:10]([CH2:17][N:18]([CH2:26][C:27]2[CH:32]=[C:31]([CH:33]=[O:34])[CH:30]=[C:29]([CH2:35][O:36][Si:37]([C:40]([CH3:43])([CH3:42])[CH3:41])([CH3:39])[CH3:38])[N:28]=2)[C:19](=[O:25])[O:20][C:21]([CH3:24])([CH3:23])[CH3:22])=[N:11][C:12]([O:15][CH3:16])=[CH:13][CH:14]=1)[C:2]1[CH:7]=[CH:6][CH:5]=[CH:4][CH:3]=1.[NH2:44][CH2:45][C:46]1([CH2:49]O)[CH2:48][CH2:47]1, predict the reaction product. The product is: [CH2:1]([O:8][C:9]1[C:10]([CH2:17][N:18]([CH2:26][C:27]2[CH:32]=[C:31]([CH:33]3[NH:44][CH2:45][C:46]4([CH2:48][CH2:47]4)[CH2:49][O:34]3)[CH:30]=[C:29]([CH2:35][O:36][Si:37]([C:40]([CH3:43])([CH3:42])[CH3:41])([CH3:39])[CH3:38])[N:28]=2)[C:19](=[O:25])[O:20][C:21]([CH3:24])([CH3:23])[CH3:22])=[N:11][C:12]([O:15][CH3:16])=[CH:13][CH:14]=1)[C:2]1[CH:7]=[CH:6][CH:5]=[CH:4][CH:3]=1. (2) Given the reactants [CH3:1][C:2]1[CH:3]=[CH:4][CH:5]=[C:6]2[C:11]=1[N:10]=[CH:9][NH:8][C:7]2=O.O=P(Cl)(Cl)[Cl:15].CN(C)C1C=CC=CC=1.CCCCCC, predict the reaction product. The product is: [CH3:1][C:2]1[CH:3]=[CH:4][CH:5]=[C:6]2[C:11]=1[N:10]=[CH:9][N:8]=[C:7]2[Cl:15]. (3) Given the reactants Br[CH2:2][CH3:3].[CH:4]1[C:17]2[C:8](=[CH:9][C:10]3[C:15]([C:16]=2[CH2:18][NH:19][CH2:20][CH2:21][CH2:22][OH:23])=[CH:14][CH:13]=[CH:12][CH:11]=3)[CH:7]=[CH:6][CH:5]=1.C([O-])([O-])=O.[K+].[K+], predict the reaction product. The product is: [CH:14]1[C:15]2[C:10](=[CH:9][C:8]3[C:17]([C:16]=2[CH2:18][N:19]([CH2:2][CH3:3])[CH2:20][CH2:21][CH2:22][OH:23])=[CH:4][CH:5]=[CH:6][CH:7]=3)[CH:11]=[CH:12][CH:13]=1. (4) The product is: [CH3:24][N:25]([C:30]1[CH:36]=[CH:35][C:33]([NH:34]/[C:13](=[C:6]2\[C:5](=[O:23])[NH:4][C:12]3[C:7]\2=[CH:8][CH:9]=[CH:10][CH:11]=3)/[C:14]2[CH:15]=[CH:16][CH:17]=[CH:18][CH:19]=2)=[CH:32][CH:31]=1)[S:26]([CH3:29])(=[O:27])=[O:28]. Given the reactants C([N:4]1[C:12]2[C:7](=[CH:8][CH:9]=[CH:10][CH:11]=2)[C:6](=[C:13](OCC)[C:14]2[CH:19]=[CH:18][CH:17]=[CH:16][CH:15]=2)[C:5]1=[O:23])(=O)C.[CH3:24][N:25]([C:30]1[CH:36]=[CH:35][C:33]([NH2:34])=[CH:32][CH:31]=1)[S:26]([CH3:29])(=[O:28])=[O:27].[OH-].[Na+], predict the reaction product.